From a dataset of Catalyst prediction with 721,799 reactions and 888 catalyst types from USPTO. Predict which catalyst facilitates the given reaction. (1) Reactant: [CH3:1][N:2]([CH2:4][CH2:5][N:6]1[C:22](=[O:23])[C:15]2=[CH:16][C:17]([N+:19]([O-])=O)=[CH:18][C:13]3[C:14]2=[C:9]([CH:10]=[CH:11][CH:12]=3)[C:7]1=[O:8])[CH3:3].CO.C([O-])=O.[NH4+]. Product: [CH3:3][N:2]([CH2:4][CH2:5][N:6]1[C:22](=[O:23])[C:15]2=[CH:16][C:17]([NH2:19])=[CH:18][C:13]3[C:14]2=[C:9]([CH:10]=[CH:11][CH:12]=3)[C:7]1=[O:8])[CH3:1]. The catalyst class is: 9. (2) Reactant: Cl[C:2]1[CH:11]=[C:10]2[C:5]([C:6]([NH:14][C:15]3[CH:20]=[C:19]([O:21][CH3:22])[C:18]([Cl:23])=[CH:17][C:16]=3[CH3:24])=[C:7]([C:12]#[N:13])[CH:8]=[N:9]2)=[CH:4][C:3]=1[N+:25]([O-:27])=[O:26].[N-:28]=[N+:29]=[N-:30].[Na+]. Product: [N:28]([C:2]1[CH:11]=[C:10]2[C:5]([C:6]([NH:14][C:15]3[CH:20]=[C:19]([O:21][CH3:22])[C:18]([Cl:23])=[CH:17][C:16]=3[CH3:24])=[C:7]([C:12]#[N:13])[CH:8]=[N:9]2)=[CH:4][C:3]=1[N+:25]([O-:27])=[O:26])=[N+:29]=[N-:30]. The catalyst class is: 16. (3) Reactant: C(=O)([O-])[O-].[K+].[K+].C1OCCOCCOCCOCCOCCOC1.I[CH2:26][CH:27]([CH3:29])[CH3:28].[C:30]([C:32]1[C@@H:37]([C:38]2[CH:43]=[CH:42][C:41]([C:44]#[N:45])=[CH:40][CH:39]=2)[N:36]2[N:46]=[C:47]([NH:49][C:50](=[O:59])[O:51][CH2:52][C:53]3[CH:58]=[CH:57][CH:56]=[CH:55][CH:54]=3)[N:48]=[C:35]2[N:34]([C:60]2[CH:65]=[CH:64][CH:63]=[C:62]([C:66]([F:69])([F:68])[F:67])[CH:61]=2)[C:33]=1[CH3:70])#[N:31].C(O)(=O)C. Product: [C:30]([C:32]1[C@@H:37]([C:38]2[CH:43]=[CH:42][C:41]([C:44]#[N:45])=[CH:40][CH:39]=2)[N:36]2[N:46]=[C:47]([N:49]([CH2:26][CH:27]([CH3:29])[CH3:28])[C:50](=[O:59])[O:51][CH2:52][C:53]3[CH:58]=[CH:57][CH:56]=[CH:55][CH:54]=3)[N:48]=[C:35]2[N:34]([C:60]2[CH:65]=[CH:64][CH:63]=[C:62]([C:66]([F:69])([F:68])[F:67])[CH:61]=2)[C:33]=1[CH3:70])#[N:31]. The catalyst class is: 3. (4) Reactant: [C:1]([N:5]1[CH2:10][CH2:9][CH2:8][C@@H:7]([NH:11][C:12]2[C:17]([F:18])=[CH:16][N:15]=[C:14]([NH:19][C:20]3[CH:21]=[C:22]4[C:26](=[CH:27][CH:28]=3)[CH2:25][N:24]([CH2:29][CH:30]3[CH2:35][CH2:34][N:33](C(OC(C)(C)C)=O)[CH2:32][CH2:31]3)[CH2:23]4)[N:13]=2)[CH2:6]1)(=[O:4])[CH:2]=[CH2:3]. Product: [F:18][C:17]1[C:12]([NH:11][C@@H:7]2[CH2:8][CH2:9][CH2:10][N:5]([C:1](=[O:4])[CH:2]=[CH2:3])[CH2:6]2)=[N:13][C:14]([NH:19][C:20]2[CH:21]=[C:22]3[C:26](=[CH:27][CH:28]=2)[CH2:25][N:24]([CH2:29][CH:30]2[CH2:35][CH2:34][NH:33][CH2:32][CH2:31]2)[CH2:23]3)=[N:15][CH:16]=1. The catalyst class is: 157. (5) Reactant: [F:1][C:2]1[CH:7]=[CH:6][C:5]([S:8]([N:11]([C:16]2[C:25]([C:26]([O:28][CH3:29])=[O:27])=[C:24]3[C:19]([C:20]4[CH:32]=[CH:31][O:30][C:21]=4[CH2:22][O:23]3)=[CH:18][CH:17]=2)C(OC)=O)(=[O:10])=[O:9])=[C:4](/[CH:33]=[CH:34]\[CH2:35]O)[CH:3]=1.C(N(C(C)C)CC)(C)C.CS(Cl)(=O)=O.FC(F)(F)C(O)=O.[NH:58]1[CH2:61][CH:60]([O:62][C:63](=[O:65])[CH3:64])[CH2:59]1. Product: [F:1][C:2]1[CH:7]=[CH:6][C:5]([S:8]([NH:11][C:16]2[C:25]([C:26]([O:28][CH3:29])=[O:27])=[C:24]3[C:19]([C:20]4[CH:32]=[CH:31][O:30][C:21]=4[CH2:22][O:23]3)=[CH:18][CH:17]=2)(=[O:10])=[O:9])=[C:4](/[CH:33]=[CH:34]\[CH2:35][N:58]2[CH2:61][CH:60]([O:62][C:63](=[O:65])[CH3:64])[CH2:59]2)[CH:3]=1. The catalyst class is: 2. (6) Reactant: [C:1]([C:5]1[CH:10]=[CH:9][C:8]([S:11]([NH:14][C:15]2[CH:20]=[CH:19][C:18]([Cl:21])=[CH:17][C:16]=2I)(=[O:13])=[O:12])=[CH:7][CH:6]=1)([CH3:4])([CH3:3])[CH3:2].[NH:23]1[C:27]2[CH:28]=[CH:29][CH:30]=[N:31][C:26]=2[N:25]=[N:24]1.C([O-])([O-])=O.[Cs+].[Cs+].CN[C@@H]1CCCC[C@H]1NC. Product: [C:1]([C:5]1[CH:10]=[CH:9][C:8]([S:11]([NH:14][C:15]2[CH:20]=[CH:19][C:18]([Cl:21])=[CH:17][C:16]=2[N:23]2[C:27]3[C:26](=[N:31][CH:30]=[CH:29][CH:28]=3)[N:25]=[N:24]2)(=[O:13])=[O:12])=[CH:7][CH:6]=1)([CH3:4])([CH3:3])[CH3:2]. The catalyst class is: 321. (7) Reactant: [Cl:1][C:2]1[C:3]([OH:11])=[C:4]([CH:8]=[CH:9][CH:10]=1)[C:5]([OH:7])=O.C1N=CN(C(N2C=NC=C2)=O)C=1.[NH2:24][C:25]1[CH:26]=[C:27]([N:31]2[CH2:36][CH2:35][N:34]([C:37](=[O:49])[CH2:38][N:39]3[C:43]([CH3:44])=[CH:42][C:41]([C:45]([F:48])([F:47])[F:46])=[N:40]3)[CH2:33][CH2:32]2)[CH:28]=[CH:29][CH:30]=1.N1(C2CCCCCCCCCC2)CCCN=CCCCCC1. Product: [Cl:1][C:2]1[C:3]([OH:11])=[C:4]([CH:8]=[CH:9][CH:10]=1)[C:5]([NH:24][C:25]1[CH:30]=[CH:29][CH:28]=[C:27]([N:31]2[CH2:32][CH2:33][N:34]([C:37](=[O:49])[CH2:38][N:39]3[C:43]([CH3:44])=[CH:42][C:41]([C:45]([F:48])([F:47])[F:46])=[N:40]3)[CH2:35][CH2:36]2)[CH:26]=1)=[O:7]. The catalyst class is: 10.